This data is from Forward reaction prediction with 1.9M reactions from USPTO patents (1976-2016). The task is: Predict the product of the given reaction. (1) Given the reactants [NH2:1][C:2]1[CH:7]=[C:6]([C:8]([F:11])([F:10])[F:9])[CH:5]=[CH:4][N:3]=1.[C:12]1([O:18][C:19](Cl)=[O:20])[CH:17]=[CH:16][CH:15]=[CH:14][CH:13]=1.N1C=CC=CC=1, predict the reaction product. The product is: [C:12]1([O:18][C:19](=[O:20])[NH:1][C:2]2[CH:7]=[C:6]([C:8]([F:9])([F:11])[F:10])[CH:5]=[CH:4][N:3]=2)[CH:17]=[CH:16][CH:15]=[CH:14][CH:13]=1. (2) Given the reactants F[C:2]1[CH:7]=[CH:6][C:5]([N+:8]([O-:10])=[O:9])=[CH:4][CH:3]=1.[Cl:11][C:12]1[CH:13]=[N:14][CH:15]=[C:16]([OH:18])[CH:17]=1, predict the reaction product. The product is: [Cl:11][C:12]1[CH:13]=[N:14][CH:15]=[C:16]([O:18][C:2]2[CH:7]=[CH:6][C:5]([N+:8]([O-:10])=[O:9])=[CH:4][CH:3]=2)[CH:17]=1. (3) The product is: [O:6]=[C:2]1[N:3]([C:11]([O:12][C:13]2[CH:32]=[CH:31][C:28]([CH:29]=[O:30])=[C:27]([F:26])[CH:34]=2)=[O:17])[CH2:4][CH2:5][O:1]1. Given the reactants [O:1]1[CH2:5][CH2:4][NH:3][C:2]1=[O:6].ClC(Cl)(O[C:11](=[O:17])[O:12][C:13](Cl)(Cl)Cl)Cl.C(N(CC)CC)C.[F:26][C:27]1[CH:34]=C(O)[CH:32]=[CH:31][C:28]=1[CH:29]=[O:30], predict the reaction product.